Dataset: Forward reaction prediction with 1.9M reactions from USPTO patents (1976-2016). Task: Predict the product of the given reaction. Given the reactants N(C1N=NC(C2C=CC=CC=2)=CN=1)N.[NH:15]([C:17]1[N:18]=[N:19][C:20]([C:23]2[CH:28]=[CH:27][C:26]([O:29][CH2:30][C:31]3[CH:36]=[CH:35][CH:34]=[CH:33][CH:32]=3)=[CH:25][CH:24]=2)=[CH:21][N:22]=1)[NH2:16].N1C2C(=CC(CC(O)=O)=CC=2)C=CC=1.[CH3:51][O:52][C:53]1[CH:54]=[C:55]2[C:60](=[CH:61][C:62]=1[O:63][CH3:64])[N:59]=[CH:58][CH:57]=[C:56]2[O:65][CH2:66][C:67](O)=[O:68], predict the reaction product. The product is: [CH2:30]([O:29][C:26]1[CH:25]=[CH:24][C:23]([C:20]2[N:19]=[N:18][C:17]([NH:15][NH:16][C:67](=[O:68])[CH2:66][O:65][C:56]3[C:55]4[C:60](=[CH:61][C:62]([O:63][CH3:64])=[C:53]([O:52][CH3:51])[CH:54]=4)[N:59]=[CH:58][CH:57]=3)=[N:22][CH:21]=2)=[CH:28][CH:27]=1)[C:31]1[CH:32]=[CH:33][CH:34]=[CH:35][CH:36]=1.